From a dataset of Full USPTO retrosynthesis dataset with 1.9M reactions from patents (1976-2016). Predict the reactants needed to synthesize the given product. (1) The reactants are: [Br:1][C:2]1[CH:3]=[C:4]2[C:8](=[CH:9][CH:10]=1)[C:7](=[O:11])[O:6][CH2:5]2.[Br:12]N1C(=O)CCC1=O.C(OOC(=O)C1C=CC=CC=1)(=O)C1C=CC=CC=1. Given the product [Br:12][CH:5]1[C:4]2[C:8](=[CH:9][CH:10]=[C:2]([Br:1])[CH:3]=2)[C:7](=[O:11])[O:6]1, predict the reactants needed to synthesize it. (2) Given the product [CH2:6]([O:9][C:10]1[CH:30]=[CH:29][C:28]([S:2]([Cl:1])(=[O:5])=[O:3])=[CH:27][C:11]=1[C:12]([NH:14][C:15]1[C:16]([CH2:24][CH2:25][CH3:26])=[N:17][N:18]([CH3:23])[C:19]=1[C:20](=[O:22])[NH2:21])=[O:13])[CH2:7][CH3:8], predict the reactants needed to synthesize it. The reactants are: [Cl:1][S:2]([OH:5])(=O)=[O:3].[CH2:6]([O:9][C:10]1[CH:30]=[CH:29][CH:28]=[CH:27][C:11]=1[C:12]([NH:14][C:15]1[C:16]([CH2:24][CH2:25][CH3:26])=[N:17][N:18]([CH3:23])[C:19]=1[C:20](=[O:22])[NH2:21])=[O:13])[CH2:7][CH3:8]. (3) Given the product [CH3:1][C:2]([CH3:51])([CH3:50])[C:3]([O:5][CH2:6][N:7]1[CH:11]=[CH:10][N:9]=[C:8]1[C:12]1[C:21]2[CH2:22][CH2:23][N:24]([C:25]([C@H:27]3[CH2:32][C:31]([F:34])([F:33])[CH2:30][CH2:29][C@H:28]3[NH:35][C:36]([C:38]3[CH:39]=[CH:40][C:41]([N:44]4[CH:48]=[CH:47][C:46]([CH3:49])=[N:45]4)=[CH:42][CH:43]=3)=[O:37])=[O:26])[C:20]=2[C:19]2[CH:18]=[CH:17][CH:16]=[CH:15][C:14]=2[N:13]=1)=[O:4], predict the reactants needed to synthesize it. The reactants are: [CH3:1][C:2]([CH3:51])([CH3:50])[C:3]([O:5][CH2:6][N:7]1[CH:11]=[CH:10][N:9]=[C:8]1[C@@H:12]1[C@@H:21]2[CH2:22][CH2:23][N:24]([C:25]([C@H:27]3[CH2:32][C:31]([F:34])([F:33])[CH2:30][CH2:29][C@H:28]3[NH:35][C:36]([C:38]3[CH:43]=[CH:42][C:41]([N:44]4[CH:48]=[CH:47][C:46]([CH3:49])=[N:45]4)=[CH:40][CH:39]=3)=[O:37])=[O:26])[C@@H:20]2[C:19]2[CH:18]=[CH:17][CH:16]=[CH:15][C:14]=2[NH:13]1)=[O:4].ClC1C(=O)C(C#N)=C(C#N)C(=O)C=1Cl.[OH-].[Na+]. (4) Given the product [F:17][C:18]1[CH:19]=[C:20]([C@H:26]([NH:27][C:45]([C:43]2[CH:42]=[C:41]3[C:36]([CH:37]=[N:38][C:39]([NH:48][CH2:49][CH2:50][CH2:51][F:52])=[N:40]3)=[C:35]([F:34])[CH:44]=2)=[O:46])[C:28]2[CH:29]=[N:30][N:31]([CH3:33])[CH:32]=2)[CH:21]=[CH:22][C:23]=1[O:24][CH3:25], predict the reactants needed to synthesize it. The reactants are: ClC1C=CC([C@@H](C2C=CN(C)N=2)N)=CC=1F.[F:17][C:18]1[CH:19]=[C:20]([C@@H:26]([C:28]2[CH:29]=[N:30][N:31]([CH3:33])[CH:32]=2)[NH2:27])[CH:21]=[CH:22][C:23]=1[O:24][CH3:25].[F:34][C:35]1[CH:44]=[C:43]([C:45](O)=[O:46])[CH:42]=[C:41]2[C:36]=1[CH:37]=[N:38][C:39]([NH:48][CH2:49][CH2:50][CH2:51][F:52])=[N:40]2. (5) Given the product [CH2:1]([O:3][C:4]1[CH:32]=[CH:31][C:7]([CH:8]([OH:9])[C:10]2[N:14]([CH2:15][CH2:16][CH:17]([CH3:19])[CH3:18])[C:13]3[CH:20]=[CH:21][C:22]([C:24]([N:26]([CH2:29][CH3:30])[CH2:27][CH3:28])=[O:25])=[CH:23][C:12]=3[N:11]=2)=[CH:6][CH:5]=1)[CH3:2], predict the reactants needed to synthesize it. The reactants are: [CH2:1]([O:3][C:4]1[CH:32]=[CH:31][C:7]([C:8]([C:10]2[N:14]([CH2:15][CH2:16][CH:17]([CH3:19])[CH3:18])[C:13]3[CH:20]=[CH:21][C:22]([C:24]([N:26]([CH2:29][CH3:30])[CH2:27][CH3:28])=[O:25])=[CH:23][C:12]=3[N:11]=2)=[O:9])=[CH:6][CH:5]=1)[CH3:2].[BH4-].[Na+]. (6) Given the product [CH3:22][CH2:27][CH2:26][CH2:25][CH2:24][CH2:31][CH2:29][C:28]([O:33][O:14][C:2]([CH3:4])([CH3:3])[CH3:1])=[O:32], predict the reactants needed to synthesize it. The reactants are: [C:1](OCCCC)(=O)[C:2]([CH3:4])=[CH2:3].C(OCCCC)(=[O:14])C=C.C=C[C:22]1[CH:27]=[CH:26][CH:25]=[CH:24]C=1.[C:28]([O:33]CCO)(=[O:32])[C:29]([CH3:31])=C.C(O)(=O)C(C)=C.